This data is from hERG Central: cardiac toxicity at 1µM, 10µM, and general inhibition. The task is: Predict hERG channel inhibition at various concentrations. The molecule is COc1ccccc1/C=C/[C@@H]1C[C@H]2CN(Cc3cccc(Cl)c3)C(=O)[C@]23CCCN13. Results: hERG_inhib (hERG inhibition (general)): blocker.